Dataset: Forward reaction prediction with 1.9M reactions from USPTO patents (1976-2016). Task: Predict the product of the given reaction. (1) Given the reactants [NH3:1].[CH2:2]([NH:9][C@H:10]1[CH2:14][CH2:13][C@@H:12]([C:15]([O:17]C)=O)[CH2:11]1)[C:3]1[CH:8]=[CH:7][CH:6]=[CH:5][CH:4]=1, predict the reaction product. The product is: [CH2:2]([NH:9][C@H:10]1[CH2:14][CH2:13][C@@H:12]([C:15]([NH2:1])=[O:17])[CH2:11]1)[C:3]1[CH:8]=[CH:7][CH:6]=[CH:5][CH:4]=1. (2) Given the reactants [NH2:1][C:2]1[CH:3]=[CH:4][C:5]([CH3:21])=[C:6]([C:8]2[CH:13]=[CH:12][C:11]([C:14]([NH:16][CH2:17][CH:18]3[CH2:20][CH2:19]3)=[O:15])=[CH:10][CH:9]=2)[CH:7]=1.[C:22](O)(=[O:26])[CH2:23][CH2:24][CH3:25], predict the reaction product. The product is: [CH:18]1([CH2:17][NH:16][C:14]([C:11]2[CH:12]=[CH:13][C:8]([C:6]3[C:5]([CH3:21])=[CH:4][CH:3]=[C:2]([NH:1][C:22](=[O:26])[CH2:23][CH2:24][CH3:25])[CH:7]=3)=[CH:9][CH:10]=2)=[O:15])[CH2:20][CH2:19]1.